From a dataset of Catalyst prediction with 721,799 reactions and 888 catalyst types from USPTO. Predict which catalyst facilitates the given reaction. Reactant: [CH3:1][O:2][C:3](=[O:30])[NH:4][C@H:5]([C:9]([N:11]1[CH2:15][C@@H:14]([C:16]#[N:17])[CH2:13][C@H:12]1[C:18]1[NH:19][CH:20]=[C:21]([C:23]2[CH:28]=[CH:27][C:26](Br)=[CH:25][CH:24]=2)[N:22]=1)=[O:10])[CH:6]([CH3:8])[CH3:7].[B:31]1([B:31]2[O:35][C:34]([CH3:37])([CH3:36])[C:33]([CH3:39])([CH3:38])[O:32]2)[O:35][C:34]([CH3:37])([CH3:36])[C:33]([CH3:39])([CH3:38])[O:32]1.C([O-])(=O)C.[K+]. Product: [CH3:1][O:2][C:3](=[O:30])[NH:4][C@H:5]([C:9]([N:11]1[CH2:15][C@@H:14]([C:16]#[N:17])[CH2:13][C@H:12]1[C:18]1[NH:19][CH:20]=[C:21]([C:23]2[CH:28]=[CH:27][C:26]([B:31]3[O:35][C:34]([CH3:37])([CH3:36])[C:33]([CH3:39])([CH3:38])[O:32]3)=[CH:25][CH:24]=2)[N:22]=1)=[O:10])[CH:6]([CH3:8])[CH3:7]. The catalyst class is: 368.